Dataset: Catalyst prediction with 721,799 reactions and 888 catalyst types from USPTO. Task: Predict which catalyst facilitates the given reaction. (1) Reactant: [K].[C:2]1(=[O:19])[N:6]([CH2:7][CH2:8][CH2:9][S:10]([O-])(=[O:12])=[O:11])[C:5](=[O:14])[C:4]2=[CH:15][CH:16]=[CH:17][CH:18]=[C:3]12.P(Cl)(Cl)(Cl)(Cl)[Cl:21]. Product: [C:2]1(=[O:19])[N:6]([CH2:7][CH2:8][CH2:9][S:10]([Cl:21])(=[O:12])=[O:11])[C:5](=[O:14])[C:4]2=[CH:15][CH:16]=[CH:17][CH:18]=[C:3]12. The catalyst class is: 11. (2) Reactant: [Br:1][C:2]1[CH:3]=[CH:4][C:5]2[NH:13][CH2:12][CH2:11][CH2:10][CH2:9][C:8]([C:14]([O:16][CH3:17])=[O:15])=[CH:7][C:6]=2[CH:18]=1.O. Product: [Br:1][C:2]1[CH:3]=[CH:4][C:5]2[N:13]([CH2:5][CH:6]([CH3:18])[CH3:7])[CH2:12][CH2:11][CH2:10][CH2:9][C:8]([C:14]([O:16][CH3:17])=[O:15])=[CH:7][C:6]=2[CH:18]=1. The catalyst class is: 26.